Task: Predict the reaction yield, written as a fraction of the theoretical maximum amount of product (1.0 means a 100% yield; for example, 0.34 means a 34% yield).. Dataset: Reaction yield outcomes from USPTO patents with 853,638 reactions (1) The product is [O:33]1[C:38]2[CH:39]=[CH:40][CH:41]=[CH:42][C:37]=2[O:36][CH2:35][CH:34]1[C:3](=[O:22])[CH2:4][C:5]1[N:9]2[CH:10]=[C:11]([CH3:14])[CH:12]=[CH:13][C:8]2=[N:7][C:6]=1[C:15]1[CH:20]=[CH:19][C:18]([CH3:21])=[CH:17][CH:16]=1. The yield is 0.0200. The reactants are CO[C:3](=[O:22])[CH2:4][C:5]1[N:9]2[CH:10]=[C:11]([CH3:14])[CH:12]=[CH:13][C:8]2=[N:7][C:6]=1[C:15]1[CH:20]=[CH:19][C:18]([CH3:21])=[CH:17][CH:16]=1.C[Si](C)(C)[N-][Si](C)(C)C.[K+].[O:33]1[C:38]2[CH:39]=[CH:40][CH:41]=[CH:42][C:37]=2[O:36][CH2:35][CH:34]1C(Cl)=O.Cl.C([O-])([O-])=O.[K+].[K+]. The catalyst is C1COCC1.C(O)(=O)C. (2) The reactants are [CH:1]1[C:10]2[C:5](=[CH:6][CH:7]=[CH:8][CH:9]=2)[CH:4]=[C:3]([C:11]2[NH:15][C:14]3[CH:16]=[CH:17][C:18]([C:20]([OH:22])=O)=[CH:19][C:13]=3[N:12]=2)[N:2]=1.CN(C(ON1N=NC2C=CC=CC1=2)=[N+](C)C)C.F[P-](F)(F)(F)(F)F.Cl.[NH:48]1[CH:52]=[CH:51][N:50]=[C:49]1[NH:53][C:54]([C:56]1([NH2:61])[CH2:60][CH2:59][CH2:58][CH2:57]1)=[O:55]. No catalyst specified. The product is [NH:48]1[CH:52]=[CH:51][N:50]=[C:49]1[NH:53][C:54]([C:56]1([NH:61][C:20]([C:18]2[CH:17]=[CH:16][C:14]3[NH:15][C:11]([C:3]4[N:2]=[CH:1][C:10]5[C:5]([CH:4]=4)=[CH:6][CH:7]=[CH:8][CH:9]=5)=[N:12][C:13]=3[CH:19]=2)=[O:22])[CH2:60][CH2:59][CH2:58][CH2:57]1)=[O:55]. The yield is 0.100. (3) The reactants are [Si]([O:18][C@@H:19]([CH3:51])[C:20]([N:22]1[N:26]=[C:25]([C:27]2[CH:32]=[CH:31][CH:30]=[C:29]([F:33])[CH:28]=2)[S:24][C:23]1([CH2:40][CH2:41][CH2:42][NH:43][C:44](=[O:50])[O:45][C:46]([CH3:49])([CH3:48])[CH3:47])[C:34]1[CH:39]=[CH:38][CH:37]=[CH:36][CH:35]=1)=[O:21])(C(C)(C)C)(C1C=CC=CC=1)C1C=CC=CC=1.CCCC[N+](CCCC)(CCCC)CCCC.[F-]. The catalyst is C1COCC1.C([O-])(O)=O.[Na+]. The product is [F:33][C:29]1[CH:28]=[C:27]([C:25]2[S:24][C@@:23]([CH2:40][CH2:41][CH2:42][NH:43][C:44](=[O:50])[O:45][C:46]([CH3:48])([CH3:47])[CH3:49])([C:34]3[CH:39]=[CH:38][CH:37]=[CH:36][CH:35]=3)[N:22]([C:20](=[O:21])[C@@H:19]([OH:18])[CH3:51])[N:26]=2)[CH:32]=[CH:31][CH:30]=1. The yield is 0.790. (4) The reactants are Cl.[F:2][C:3]1[CH:8]=[CH:7][C:6]([NH:9][CH:10]([C:14]2[CH:19]=[CH:18][CH:17]=[CH:16][CH:15]=2)[C:11]([OH:13])=[O:12])=[CH:5][CH:4]=1.[N:20]12[CH2:27][CH2:26][CH:23]([CH2:24][CH2:25]1)[C@@H:22](O)[CH2:21]2.C1C=CC2N(O)N=NC=2C=1.C1CCC(N=C=NC2CCCCC2)CC1. The catalyst is C1COCC1. The product is [F:2][C:3]1[CH:8]=[CH:7][C:6]([NH:9][CH:10]([C:14]2[CH:15]=[CH:16][CH:17]=[CH:18][CH:19]=2)[C:11]([O:13][C@@H:22]2[CH:23]3[CH2:26][CH2:27][N:20]([CH2:25][CH2:24]3)[CH2:21]2)=[O:12])=[CH:5][CH:4]=1. The yield is 0.381. (5) The reactants are [CH3:1][C:2]1[CH:7]=[CH:6][CH:5]=[CH:4][C:3]=1[CH:8]1[CH2:13][C:12](=O)[NH:11][C:10](=O)[CH2:9]1.B.C1COCC1. The catalyst is Cl. The product is [CH3:1][C:2]1[CH:7]=[CH:6][CH:5]=[CH:4][C:3]=1[CH:8]1[CH2:13][CH2:12][NH:11][CH2:10][CH2:9]1. The yield is 0.810. (6) The reactants are C(OC([N:8]1[C:16]2[C:11](=[CH:12][C:13]([F:17])=[CH:14][CH:15]=2)[C:10]([C:18]([C:21]([O:23][CH3:24])=[O:22])([CH3:20])[CH3:19])=[CH:9]1)=O)(C)(C)C.C([O-])([O-])=O.[K+].[K+]. The catalyst is CO.[Cl-].[Na+].O. The product is [CH3:24][O:23][C:21](=[O:22])[C:18]([C:10]1[C:11]2[C:16](=[CH:15][CH:14]=[C:13]([F:17])[CH:12]=2)[NH:8][CH:9]=1)([CH3:20])[CH3:19]. The yield is 0.530.